Dataset: Full USPTO retrosynthesis dataset with 1.9M reactions from patents (1976-2016). Task: Predict the reactants needed to synthesize the given product. (1) Given the product [CH3:1][S:2]([O:5][CH2:6][CH2:7][N:8]([CH2:24][CH2:25][Br:26])[C:9]1[CH:14]=[CH:13][C:12]([N+:15]([O-:17])=[O:16])=[CH:11][C:10]=1[C:18](=[O:23])[NH:19][CH2:20][CH2:21][O:22][P:36]([O:37][C:38]([CH3:41])([CH3:40])[CH3:39])([O:42][C:43]([CH3:44])([CH3:45])[CH3:46])=[O:47])(=[O:3])=[O:4], predict the reactants needed to synthesize it. The reactants are: [CH3:1][S:2]([O:5][CH2:6][CH2:7][N:8]([CH2:24][CH2:25][Br:26])[C:9]1[CH:14]=[CH:13][C:12]([N+:15]([O-:17])=[O:16])=[CH:11][C:10]=1[C:18](=[O:23])[NH:19][CH2:20][CH2:21][OH:22])(=[O:4])=[O:3].N1C=NN=N1.C(N(C(C)C)[P:36](=[O:47])([O:42][C:43]([CH3:46])([CH3:45])[CH3:44])[O:37][C:38]([CH3:41])([CH3:40])[CH3:39])(C)C.C1C=C(Cl)C=C(C(OO)=O)C=1. (2) Given the product [OH:34][C:20]1[C:21]([CH2:25]/[CH:26]=[C:27](\[CH3:28])/[CH2:29][CH2:30][C:31]([NH:1][CH2:2][CH2:3][N:4]([CH3:15])[CH2:5][CH2:6][NH:7][C:8](=[O:14])[O:9][C:10]([CH3:11])([CH3:12])[CH3:13])=[O:32])=[C:22]([O:23][CH3:24])[C:17]([CH3:16])=[C:18]2[C:19]=1[C:35](=[O:36])[O:37][CH2:38]2, predict the reactants needed to synthesize it. The reactants are: [NH2:1][CH2:2][CH2:3][N:4]([CH3:15])[CH2:5][CH2:6][NH:7][C:8](=[O:14])[O:9][C:10]([CH3:13])([CH3:12])[CH3:11].[CH3:16][C:17]1[C:22]([O:23][CH3:24])=[C:21]([CH2:25]/[CH:26]=[C:27](/[CH2:29][CH2:30][C:31](O)=[O:32])\[CH3:28])[C:20]([OH:34])=[C:19]2[C:35]([O:37][CH2:38][C:18]=12)=[O:36].C(Cl)CCl. (3) Given the product [Br:15][C:16]1[CH:17]=[C:18]([C:7]2[O:8][C:9](=[O:10])[C:4]3[CH:3]=[C:2]([Br:1])[CH:13]=[C:12]([Br:14])[C:5]=3[N:6]=2)[N:19]([C:21]2[C:26]([Cl:27])=[CH:25][CH:24]=[CH:23][N:22]=2)[N:20]=1, predict the reactants needed to synthesize it. The reactants are: [Br:1][C:2]1[CH:13]=[C:12]([Br:14])[C:5]2[NH:6][C:7](=O)[O:8][C:9](=[O:10])[C:4]=2[CH:3]=1.[Br:15][C:16]1[CH:17]=[C:18](C(Cl)=O)[N:19]([C:21]2[C:26]([Cl:27])=[CH:25][CH:24]=[CH:23][N:22]=2)[N:20]=1.N1C=CC=CC=1. (4) Given the product [F:1][C:2]1[C:3]([OH:34])=[C:4]([C:8]2[N:13]([CH2:14][CH2:15][C:16]3[CH:17]=[CH:18][CH:19]=[CH:20][CH:21]=3)[C:12](=[O:22])[C:11]([C:23]3[CH:24]=[C:25]4[C:30](=[CH:31][CH:32]=3)[N:29]([CH3:38])[CH2:28][CH2:27][CH2:26]4)=[C:10]([CH3:33])[N:9]=2)[CH:5]=[CH:6][CH:7]=1, predict the reactants needed to synthesize it. The reactants are: [F:1][C:2]1[C:3]([OH:34])=[C:4]([C:8]2[N:13]([CH2:14][CH2:15][C:16]3[CH:21]=[CH:20][CH:19]=[CH:18][CH:17]=3)[C:12](=[O:22])[C:11]([C:23]3[CH:24]=[C:25]4[C:30](=[CH:31][CH:32]=3)[NH:29][CH2:28][CH2:27][CH2:26]4)=[C:10]([CH3:33])[N:9]=2)[CH:5]=[CH:6][CH:7]=1.C=O.[BH3-][C:38]#N.[Na+].